The task is: Predict the product of the given reaction.. This data is from Forward reaction prediction with 1.9M reactions from USPTO patents (1976-2016). (1) The product is: [F:20][C:21]([F:26])([F:25])[C:22]([OH:24])=[O:23].[NH2:7][C@H:8]([CH2:16][O:17][CH3:18])[C:9]([N:11]1[CH2:14][CH:13]([F:15])[CH2:12]1)=[O:10]. Given the reactants C(OC(=O)[NH:7][C@H:8]([CH2:16][O:17][CH3:18])[C:9]([N:11]1[CH2:14][CH:13]([F:15])[CH2:12]1)=[O:10])(C)(C)C.[F:20][C:21]([F:26])([F:25])[C:22]([OH:24])=[O:23], predict the reaction product. (2) Given the reactants [O:1]=[C:2]1[C:11]2[CH:12]=[CH:13][CH:14]=[CH:15][C:10]=2[C:9]2[C:4](=[N:5][CH:6]=[CH:7][C:8]=2[NH:16][C:17]2[CH:22]=[CH:21][C:20]([CH2:23][C:24]([OH:26])=O)=[CH:19][CH:18]=2)[NH:3]1.[NH2:27][C:28]1[CH:33]=[CH:32][CH:31]=[CH:30][CH:29]=1, predict the reaction product. The product is: [O:1]=[C:2]1[C:11]2[CH:12]=[CH:13][CH:14]=[CH:15][C:10]=2[C:9]2[C:4](=[N:5][CH:6]=[CH:7][C:8]=2[NH:16][C:17]2[CH:22]=[CH:21][C:20]([CH2:23][C:24]([NH:27][C:28]3[CH:33]=[CH:32][CH:31]=[CH:30][CH:29]=3)=[O:26])=[CH:19][CH:18]=2)[NH:3]1. (3) Given the reactants [CH3:1][C:2]1[CH:8]=[CH:7][C:5]([NH2:6])=[CH:4][C:3]=1[N:9]1[C:16]2[N:12]([N:13]=[C:14]([C:17]3[CH:18]=[N:19][CH:20]=[CH:21][CH:22]=3)[CH:15]=2)[CH:11]=[CH:10]1.[Br:23][C:24]1[CH:25]=[C:26]([CH:30]=[C:31]([S:33]([F:38])([F:37])([F:36])([F:35])[F:34])[CH:32]=1)[C:27](O)=[O:28].CN(C(ON1N=NC2C=CC=NC1=2)=[N+](C)C)C.F[P-](F)(F)(F)(F)F.C(N(CC)C(C)C)(C)C, predict the reaction product. The product is: [Br:23][C:24]1[CH:25]=[C:26]([CH:30]=[C:31]([S:33]([F:38])([F:34])([F:35])([F:36])[F:37])[CH:32]=1)[C:27]([NH:6][C:5]1[CH:7]=[CH:8][C:2]([CH3:1])=[C:3]([N:9]2[C:16]3[N:12]([N:13]=[C:14]([C:17]4[CH:18]=[N:19][CH:20]=[CH:21][CH:22]=4)[CH:15]=3)[CH:11]=[CH:10]2)[CH:4]=1)=[O:28]. (4) The product is: [CH:21]1([CH2:20][O:1][C:2]2[CH:3]=[CH:4][C:5]([C:6]([OH:8])=[O:7])=[CH:11][CH:12]=2)[CH2:24][CH2:23][CH2:22]1. Given the reactants [OH:1][C:2]1[CH:12]=[CH:11][C:5]([C:6]([O:8]CC)=[O:7])=[CH:4][CH:3]=1.C(=O)([O-])[O-].[K+].[K+].Br[CH2:20][CH:21]1[CH2:24][CH2:23][CH2:22]1.[OH-].[Na+].Cl, predict the reaction product. (5) The product is: [Cl:40][C:27]1[CH:26]=[C:25]([NH:24][C:20]2[N:21]=[CH:22][N:23]=[C:18]3[S:17][C:14]4[C:15]5[C:10]([CH2:11][CH2:12][C:13]=4[C:19]=23)=[N:9][N:8]([CH2:7][CH2:6][N:45]2[CH2:46][CH2:47][N:42]([CH3:41])[CH2:43][CH2:44]2)[CH:16]=5)[CH:30]=[CH:29][C:28]=1[O:31][CH2:32][C:33]1[CH:38]=[CH:37][CH:36]=[C:35]([F:39])[CH:34]=1. Given the reactants CS(O[CH2:6][CH2:7][N:8]1[CH:16]=[C:15]2[C:10]([CH2:11][CH2:12][C:13]3[C:19]4[C:20]([NH:24][C:25]5[CH:30]=[CH:29][C:28]([O:31][CH2:32][C:33]6[CH:38]=[CH:37][CH:36]=[C:35]([F:39])[CH:34]=6)=[C:27]([Cl:40])[CH:26]=5)=[N:21][CH:22]=[N:23][C:18]=4[S:17][C:14]=32)=[N:9]1)(=O)=O.[CH3:41][N:42]1[CH2:47][CH2:46][NH:45][CH2:44][CH2:43]1.C(N(C(C)C)CC)(C)C, predict the reaction product. (6) Given the reactants [C:1]1([C:21]2[CH:26]=[CH:25][CH:24]=[CH:23][CH:22]=2)[CH:6]=[CH:5][C:4]([CH2:7][N:8]2[CH2:13][CH2:12][N:11](C(OC(C)(C)C)=O)[CH2:10][CH2:9]2)=[CH:3][CH:2]=1.Cl.C([O-])(O)=O.[Na+], predict the reaction product. The product is: [C:1]1([C:21]2[CH:22]=[CH:23][CH:24]=[CH:25][CH:26]=2)[CH:2]=[CH:3][C:4]([CH2:7][N:8]2[CH2:9][CH2:10][NH:11][CH2:12][CH2:13]2)=[CH:5][CH:6]=1. (7) Given the reactants [CH2:1]([O:3][C:4]1[CH:5]=[CH:6][C:7]([F:13])=[C:8](B(O)O)[CH:9]=1)[CH3:2].Br[C:15]1[C:20]([CH3:21])=[C:19]([CH3:22])[N:18]=[C:17]([C:23]#[N:24])[CH:16]=1.C(=O)([O-])[O-].[Na+].[Na+], predict the reaction product. The product is: [CH2:1]([O:3][C:4]1[CH:5]=[CH:6][C:7]([F:13])=[C:8]([C:15]2[C:20]([CH3:21])=[C:19]([CH3:22])[N:18]=[C:17]([C:23]#[N:24])[CH:16]=2)[CH:9]=1)[CH3:2]. (8) Given the reactants C(N(CC)C(C)C)(C)C.CN(C(ON1N=NC2C=CC=NC1=2)=[N+](C)C)C.F[P-](F)(F)(F)(F)F.[Cl:34][C:35]1[CH:36]=[C:37]([CH:54]=[CH:55][CH:56]=1)[CH2:38][NH:39][C:40]1[N:53]=[C:43]2[C:44]([O:51][CH3:52])=[CH:45][C:46]([C:48]([OH:50])=O)=[CH:47][N:42]2[N:41]=1.[CH2:57]([C@H:59]1[NH:64][CH2:63][C:62]([CH2:66][CH2:67][OH:68])([CH3:65])[O:61][CH2:60]1)[CH3:58], predict the reaction product. The product is: [Cl:34][C:35]1[CH:36]=[C:37]([CH:54]=[CH:55][CH:56]=1)[CH2:38][NH:39][C:40]1[N:53]=[C:43]2[C:44]([O:51][CH3:52])=[CH:45][C:46]([C:48]([N:64]3[C@H:59]([CH2:57][CH3:58])[CH2:60][O:61][C:62]([CH2:66][CH2:67][OH:68])([CH3:65])[CH2:63]3)=[O:50])=[CH:47][N:42]2[N:41]=1. (9) Given the reactants [CH3:1][N:2]1[C:6]2[CH:7]=[CH:8][C:9]([N:11]3[CH:16]=[C:15]([C:17]([O:19][CH2:20][CH3:21])=[O:18])[C:14](=[O:22])[NH:13][C:12]3=[O:23])=[CH:10][C:5]=2[N:4]([CH3:24])[C:3]1=[O:25].[F:26][C:27]([F:40])([F:39])[C:28]1[CH:37]=[CH:36][CH:35]=[C:34]2[C:29]=1[CH2:30][CH2:31][CH2:32][CH:33]2O.C1(P(C2C=CC=CC=2)C2C=CC=CC=2)C=CC=CC=1.CC(OC(/N=N/C(OC(C)C)=O)=O)C.Cl, predict the reaction product. The product is: [CH3:1][N:2]1[C:6]2[CH:7]=[CH:8][C:9]([N:11]3[CH:16]=[C:15]([C:17]([O:19][CH2:20][CH3:21])=[O:18])[C:14](=[O:22])[N:13]([CH:33]4[C:34]5[C:29](=[C:28]([C:27]([F:26])([F:39])[F:40])[CH:37]=[CH:36][CH:35]=5)[CH2:30][CH2:31][CH2:32]4)[C:12]3=[O:23])=[CH:10][C:5]=2[N:4]([CH3:24])[C:3]1=[O:25].